The task is: Predict the product of the given reaction.. This data is from Forward reaction prediction with 1.9M reactions from USPTO patents (1976-2016). Given the reactants Cl[CH2:2][CH2:3][N:4]([CH2:19][CH2:20]Cl)[C:5]1[C:6]([CH3:18])=[C:7]([CH3:17])[C:8]2[O:12][C:11]([CH3:14])([CH3:13])[CH2:10][C:9]=2[C:15]=1[CH3:16].[CH3:22][N:23]1[CH:27]=[CH:26][N:25]=[C:24]1[NH2:28], predict the reaction product. The product is: [CH3:22][N:23]1[CH:27]=[CH:26][N:25]=[C:24]1[N:28]1[CH2:20][CH2:19][N:4]([C:5]2[C:6]([CH3:18])=[C:7]([CH3:17])[C:8]3[O:12][C:11]([CH3:14])([CH3:13])[CH2:10][C:9]=3[C:15]=2[CH3:16])[CH2:3][CH2:2]1.